Dataset: Forward reaction prediction with 1.9M reactions from USPTO patents (1976-2016). Task: Predict the product of the given reaction. (1) Given the reactants [CH3:1][O:2][C:3]1[C:4]([CH:9]=O)=[N:5][CH:6]=[CH:7][N:8]=1.Cl.[NH2:12][OH:13].C(N(CC)CC)C, predict the reaction product. The product is: [CH3:1][O:2][C:3]1[C:4]([CH:9]=[N:12][OH:13])=[N:5][CH:6]=[CH:7][N:8]=1. (2) Given the reactants [C:1]([C:3]1[CH:4]=[C:5]([C:13]([OH:15])=O)[CH:6]=[N:7][C:8]=1[O:9][CH:10]([CH3:12])[CH3:11])#[N:2].CN(C(ON1N=NC2C=CC=NC1=2)=[N+](C)C)C.F[P-](F)(F)(F)(F)F.CCN(C(C)C)C(C)C.[Cl:49][C:50]1[CH:58]=[C:57]2[C:53]([CH:54]=[N:55][N:56]2[CH2:59][CH2:60][CH2:61][C:62]([O:64][CH2:65][CH3:66])=[O:63])=[CH:52][C:51]=1[C:67]([NH:69]O)=[NH:68], predict the reaction product. The product is: [Cl:49][C:50]1[CH:58]=[C:57]2[C:53]([CH:54]=[N:55][N:56]2[CH2:59][CH2:60][CH2:61][C:62]([O:64][CH2:65][CH3:66])=[O:63])=[CH:52][C:51]=1[C:67]1[N:69]=[C:13]([C:5]2[CH:6]=[N:7][C:8]([O:9][CH:10]([CH3:11])[CH3:12])=[C:3]([C:1]#[N:2])[CH:4]=2)[O:15][N:68]=1.